This data is from CYP2C19 inhibition data for predicting drug metabolism from PubChem BioAssay. The task is: Regression/Classification. Given a drug SMILES string, predict its absorption, distribution, metabolism, or excretion properties. Task type varies by dataset: regression for continuous measurements (e.g., permeability, clearance, half-life) or binary classification for categorical outcomes (e.g., BBB penetration, CYP inhibition). Dataset: cyp2c19_veith. (1) The molecule is Cc1nc2nc(SCC(=O)NCc3ccco3)nn2c(C)c1Cc1c(F)cccc1Cl. The result is 1 (inhibitor). (2) The drug is CC(C)NC(=O)CC(=O)N/N=C/c1ccc(F)cc1. The result is 0 (non-inhibitor). (3) The compound is O=C(O)[C@@H]1CCCNC1. The result is 0 (non-inhibitor).